The task is: Predict the product of the given reaction.. This data is from Forward reaction prediction with 1.9M reactions from USPTO patents (1976-2016). Given the reactants Cl[C:2]1[C:7]([O:8][CH2:9][CH2:10][O:11]C2CCCCO2)=[CH:6][CH:5]=[CH:4][N:3]=1.[OH:18][CH2:19][C@@H:20]1[CH2:24][CH2:23][CH2:22][N:21]1[CH3:25].CC(C)([O-])C.[K+].C(O)(C)(C)C, predict the reaction product. The product is: [CH3:25][N:21]1[CH2:22][CH2:23][CH2:24][C@H:20]1[CH2:19][O:18][C:2]1[C:7]([O:8][CH2:9][CH2:10][OH:11])=[CH:6][CH:5]=[CH:4][N:3]=1.